From a dataset of Full USPTO retrosynthesis dataset with 1.9M reactions from patents (1976-2016). Predict the reactants needed to synthesize the given product. (1) Given the product [Br:6][C:7]1[CH:8]=[C:9]2[C:14](=[CH:15][C:16]=1[O:17][CH2:18][CH3:19])[O:13][C:12]([CH3:21])([CH3:20])[CH:11]=[C:10]2[CH:1]([CH3:3])[CH3:2], predict the reactants needed to synthesize it. The reactants are: [CH:1]([Mg]Cl)([CH3:3])[CH3:2].[Br:6][C:7]1[CH:8]=[C:9]2[C:14](=[CH:15][C:16]=1[O:17][CH2:18][CH3:19])[O:13][C:12]([CH3:21])([CH3:20])[CH2:11][C:10]2=O.C1(C)C=CC(S(O)(=O)=O)=CC=1. (2) Given the product [C:2]([C:3]1[CH:4]=[C:5]([OH:6])[NH:15][N:14]=1)([CH3:12])([CH3:11])[CH3:1], predict the reactants needed to synthesize it. The reactants are: [CH3:1][C:2]([CH3:12])([CH3:11])[C:3](=O)[CH2:4][C:5](OCC)=[O:6].O.[NH2:14][NH2:15]. (3) Given the product [CH:1]1([S:4]([N:7]2[CH2:8][CH:9]([O:11][Si:20]([CH2:25][CH3:26])([CH2:23][CH3:24])[CH2:21][CH3:22])[CH2:10]2)(=[O:5])=[O:6])[CH2:3][CH2:2]1, predict the reactants needed to synthesize it. The reactants are: [CH:1]1([S:4]([N:7]2[CH2:10][CH:9]([OH:11])[CH2:8]2)(=[O:6])=[O:5])[CH2:3][CH2:2]1.C(N(CC)CC)C.Cl[Si:20]([CH2:25][CH3:26])([CH2:23][CH3:24])[CH2:21][CH3:22].C(=O)(O)[O-].[Na+]. (4) Given the product [CH2:1]([O:3][C:4]1[CH:9]=[CH:8][C:7]([C:10]2[CH:15]=[CH:14][C:13]([C:32]3([OH:35])[CH2:33][CH2:34][C:29]4([O:28][CH2:27][CH2:26][O:25]4)[CH2:30][CH2:31]3)=[C:12]([F:16])[C:11]=2[F:17])=[C:6]([F:18])[C:5]=1[F:19])[CH3:2], predict the reactants needed to synthesize it. The reactants are: [CH2:1]([O:3][C:4]1[CH:9]=[CH:8][C:7]([C:10]2[CH:15]=[CH:14][CH:13]=[C:12]([F:16])[C:11]=2[F:17])=[C:6]([F:18])[C:5]=1[F:19])[CH3:2].C([Li])(CC)C.[O:25]1[C:29]2([CH2:34][CH2:33][C:32](=[O:35])[CH2:31][CH2:30]2)[O:28][CH2:27][CH2:26]1.[Cl-].[NH4+]. (5) Given the product [N:1]1([C:9]([O:11][C:12]([CH3:15])([CH3:14])[CH3:13])=[O:10])[CH2:8][CH2:7][CH2:6][C@H:2]1[C:3]([O:5][CH2:16][C:17]1[CH:22]=[CH:21][CH:20]=[CH:19][CH:18]=1)=[O:4], predict the reactants needed to synthesize it. The reactants are: [N:1]1([C:9]([O:11][C:12]([CH3:15])([CH3:14])[CH3:13])=[O:10])[CH2:8][CH2:7][CH2:6][C@H:2]1[C:3]([OH:5])=[O:4].[CH2:16](Br)[C:17]1[CH:22]=[CH:21][CH:20]=[CH:19][CH:18]=1.C(N(CC)CC)C. (6) Given the product [OH:39][C:40]1[CH:45]=[CH:44][C:43]([C:2]2[C:10]3[C:9]([NH:11][C@H:12]([C:14]4[N:19]([C:20]5[CH:25]=[CH:24][CH:23]=[CH:22][CH:21]=5)[C:18](=[O:26])[C:17]5=[C:27]([CH3:30])[CH:28]=[CH:29][N:16]5[N:15]=4)[CH3:13])=[N:8][CH:7]=[N:6][C:5]=3[N:4]([CH2:31][O:32][CH2:33][CH2:34][Si:35]([CH3:38])([CH3:37])[CH3:36])[CH:3]=2)=[CH:42][CH:41]=1, predict the reactants needed to synthesize it. The reactants are: Br[C:2]1[C:10]2[C:9]([NH:11][C@H:12]([C:14]3[N:19]([C:20]4[CH:25]=[CH:24][CH:23]=[CH:22][CH:21]=4)[C:18](=[O:26])[C:17]4=[C:27]([CH3:30])[CH:28]=[CH:29][N:16]4[N:15]=3)[CH3:13])=[N:8][CH:7]=[N:6][C:5]=2[N:4]([CH2:31][O:32][CH2:33][CH2:34][Si:35]([CH3:38])([CH3:37])[CH3:36])[CH:3]=1.[OH:39][C:40]1[CH:45]=[CH:44][C:43](B(O)O)=[CH:42][CH:41]=1.C(=O)([O-])[O-].[Na+].[Na+]. (7) Given the product [C:33]([C:20]1[C:21]2[S:25][C:24]([NH:26][C:27](=[O:31])[NH:28][CH2:29][CH3:30])=[N:23][C:22]=2[CH:32]=[C:18]([C:15]2[CH:14]=[N:13][C:12]([N:9]3[CH2:8][CH2:7][C:6]([CH2:37][CH3:38])([C:4]([OH:3])=[O:5])[CH2:11][CH2:10]3)=[N:17][CH:16]=2)[CH:19]=1)(=[O:39])[NH2:34], predict the reactants needed to synthesize it. The reactants are: C([O:3][C:4]([C:6]1([CH2:37][CH3:38])[CH2:11][CH2:10][N:9]([C:12]2[N:17]=[CH:16][C:15]([C:18]3[CH:19]=[C:20](/[CH:33]=[N:34]/OC)[C:21]4[S:25][C:24]([NH:26][C:27](=[O:31])[NH:28][CH2:29][CH3:30])=[N:23][C:22]=4[CH:32]=3)=[CH:14][N:13]=2)[CH2:8][CH2:7]1)=[O:5])C.[OH2:39].CC#N. (8) Given the product [CH2:2]([O:9][C:10](=[O:15])[C@H:11]([CH2:13][OH:14])[NH:12][CH2:16][C:17]1[CH:22]=[CH:21][CH:20]=[CH:19][CH:18]=1)[C:3]1[CH:8]=[CH:7][CH:6]=[CH:5][CH:4]=1, predict the reactants needed to synthesize it. The reactants are: Cl.[CH2:2]([O:9][C:10](=[O:15])[C@H:11]([CH2:13][OH:14])[NH2:12])[C:3]1[CH:8]=[CH:7][CH:6]=[CH:5][CH:4]=1.[CH:16](=O)[C:17]1[CH:22]=[CH:21][CH:20]=[CH:19][CH:18]=1.C([O-])(=O)C.[Na+].C([BH3-])#N.[Na+].